This data is from Full USPTO retrosynthesis dataset with 1.9M reactions from patents (1976-2016). The task is: Predict the reactants needed to synthesize the given product. Given the product [Br:22][C:23]1[N:24]=[C:25]([CH3:31])[NH:26][C:27]=1[C:28]([NH:1][CH2:2][C:3]1[CH:8]=[CH:7][C:6]([Cl:9])=[C:5]([O:10][C:11]2[CH:18]=[C:17]([CH2:19][CH3:20])[CH:16]=[C:13]([C:14]#[N:15])[CH:12]=2)[C:4]=1[F:21])=[O:29], predict the reactants needed to synthesize it. The reactants are: [NH2:1][CH2:2][C:3]1[C:4]([F:21])=[C:5]([O:10][C:11]2[CH:12]=[C:13]([CH:16]=[C:17]([CH2:19][CH3:20])[CH:18]=2)[C:14]#[N:15])[C:6]([Cl:9])=[CH:7][CH:8]=1.[Br:22][C:23]1[N:24]=[C:25]([CH3:31])[NH:26][C:27]=1[C:28](O)=[O:29].CCN(C(C)C)C(C)C.C(Cl)CCl.